Dataset: Reaction yield outcomes from USPTO patents with 853,638 reactions. Task: Predict the reaction yield, written as a fraction of the theoretical maximum amount of product (1.0 means a 100% yield; for example, 0.34 means a 34% yield). (1) The reactants are [OH-].[Na+].[CH3:3][C:4]1[CH:5]=[C:6]([NH:11][C:12]([C:14]2[C:15]([S:20][CH2:21][C:22]3[CH:27]=[CH:26][N:25]=[C:24]([C:28]([O:30]CC)=[O:29])[CH:23]=3)=[N:16][CH:17]=[CH:18][CH:19]=2)=[O:13])[CH:7]=[C:8]([CH3:10])[CH:9]=1.Cl. The catalyst is CO.C(OCC)(=O)C. The product is [C:28]([C:24]1[CH:23]=[C:22]([CH2:21][S:20][C:15]2[C:14]([C:12]([NH:11][C:6]3[CH:7]=[C:8]([CH3:10])[CH:9]=[C:4]([CH3:3])[CH:5]=3)=[O:13])=[CH:19][CH:18]=[CH:17][N:16]=2)[CH:27]=[CH:26][N:25]=1)([OH:30])=[O:29]. The yield is 0.840. (2) The reactants are [CH2:1]([N:8]1[CH2:13][CH:12]([CH:14]([CH3:16])[CH3:15])[NH:11][CH2:10][C:9]1([CH3:18])[CH3:17])[C:2]1[CH:7]=[CH:6][CH:5]=[CH:4][CH:3]=1.[C:19](O[C:19]([O:21][C:22]([CH3:25])([CH3:24])[CH3:23])=[O:20])([O:21][C:22]([CH3:25])([CH3:24])[CH3:23])=[O:20]. The catalyst is C(Cl)Cl. The product is [C:22]([O:21][C:19]([N:11]1[CH2:10][C:9]([CH3:17])([CH3:18])[N:8]([CH2:1][C:2]2[CH:3]=[CH:4][CH:5]=[CH:6][CH:7]=2)[CH2:13][CH:12]1[CH:14]([CH3:15])[CH3:16])=[O:20])([CH3:25])([CH3:24])[CH3:23]. The yield is 1.00. (3) The reactants are C(OC([NH:8][C@H:9]([C:11]([NH:13][CH:14]1[N:20]=[C:19]([C:21]2[CH:26]=[CH:25][CH:24]=[CH:23][CH:22]=2)[C:18]2[CH:27]=[CH:28][CH:29]=[CH:30][C:17]=2[N:16]([CH2:31][C:32](=[O:39])[C:33]2[CH:38]=[CH:37][CH:36]=[CH:35][CH:34]=2)[C:15]1=[O:40])=[O:12])[CH3:10])=O)(C)(C)C.C(O)(C(F)(F)F)=O.C(Cl)Cl. No catalyst specified. The product is [NH2:8][C@H:9]([C:11]([NH:13][CH:14]1[N:20]=[C:19]([C:21]2[CH:26]=[CH:25][CH:24]=[CH:23][CH:22]=2)[C:18]2[CH:27]=[CH:28][CH:29]=[CH:30][C:17]=2[N:16]([CH2:31][C:32](=[O:39])[C:33]2[CH:38]=[CH:37][CH:36]=[CH:35][CH:34]=2)[C:15]1=[O:40])=[O:12])[CH3:10]. The yield is 0.940. (4) The reactants are C([O:4][CH2:5][C:6]1[C:7]([N:29]2[N:38]=[CH:37][C:36]3[C:31](=[C:32]([F:43])[CH:33]=[C:34]([C:39]([CH3:42])([CH3:41])[CH3:40])[CH:35]=3)[C:30]2=[O:44])=[N:8][CH:9]=[CH:10][C:11]=1[C:12]1[CH:17]=[C:16]([NH:18][C:19]2[CH:20]=[C:21]3[CH2:26][CH2:25][CH2:24][N:22]3[N:23]=2)[C:15](=[O:27])[N:14]([CH3:28])[CH:13]=1)(=O)C.[OH-].[Li+].O. The catalyst is C1COCC1.C(O)(C)C.O. The product is [C:39]([C:34]1[CH:35]=[C:36]2[C:31](=[C:32]([F:43])[CH:33]=1)[C:30](=[O:44])[N:29]([C:7]1[C:6]([CH2:5][OH:4])=[C:11]([C:12]3[CH:17]=[C:16]([NH:18][C:19]4[CH:20]=[C:21]5[CH2:26][CH2:25][CH2:24][N:22]5[N:23]=4)[C:15](=[O:27])[N:14]([CH3:28])[CH:13]=3)[CH:10]=[CH:9][N:8]=1)[N:38]=[CH:37]2)([CH3:42])([CH3:40])[CH3:41]. The yield is 0.333. (5) The reactants are [Cl:1][C:2]1[CH:7]=[CH:6][CH:5]=[C:4]([Cl:8])[C:3]=1/[CH:9]=[CH:10]/[C:11]1[CH:16]=[CH:15][C:14]2[C:17]3([CH2:32][O:33][C:13]=2[CH:12]=1)[CH2:22][CH2:21][N:20]([CH2:23][CH2:24][C:25]([O:27]C(C)(C)C)=[O:26])[CH2:19][CH2:18]3.O1CCOCC1. The catalyst is Cl. The product is [ClH:1].[Cl:1][C:2]1[CH:7]=[CH:6][CH:5]=[C:4]([Cl:8])[C:3]=1/[CH:9]=[CH:10]/[C:11]1[CH:16]=[CH:15][C:14]2[C:17]3([CH2:32][O:33][C:13]=2[CH:12]=1)[CH2:22][CH2:21][N:20]([CH2:23][CH2:24][C:25]([OH:27])=[O:26])[CH2:19][CH2:18]3. The yield is 0.894. (6) The reactants are [N:1]1[CH:6]=[CH:5][C:4]([CH:7]=[CH:8][C:9]#[N:10])=[CH:3][CH:2]=1.C([O-])=O.[NH4+]. The catalyst is C(O)C.O.[C].[Pd]. The product is [N:1]1[CH:6]=[CH:5][C:4]([CH2:7][CH2:8][C:9]#[N:10])=[CH:3][CH:2]=1. The yield is 0.670. (7) The catalyst is O. The product is [CH3:34][C:33]1[C:28]([CH:18]([S:4]([CH2:1][CH2:2][CH3:3])(=[O:6])=[O:5])[C:19]2[C:24]([F:25])=[CH:23][CH:22]=[C:21]([F:26])[C:20]=2[F:27])=[CH:29][N:30]=[C:31]([C:35]([NH2:37])=[O:36])[CH:32]=1. The yield is 0.630. The reactants are [CH2:1]([S:4]([O-:6])=[O:5])[CH2:2][CH3:3].[Na+].CN(C)C=O.CS(O[CH:18]([C:28]1[CH:29]=[N:30][C:31]([C:35]([NH2:37])=[O:36])=[CH:32][C:33]=1[CH3:34])[C:19]1[C:24]([F:25])=[CH:23][CH:22]=[C:21]([F:26])[C:20]=1[F:27])(=O)=O. (8) The reactants are [CH2:1]([CH:8]1[CH2:13][N:12]([C:14]2[CH:19]=[CH:18][C:17]([O:20][CH3:21])=[C:16]([O:22][CH:23]3[CH2:27][CH2:26][CH2:25][CH2:24]3)[CH:15]=2)[CH2:11][CH2:10][N:9]1[C:28](=[O:38])[CH2:29][O:30]CC1C=CC=CC=1)[C:2]1[CH:7]=[CH:6][CH:5]=[CH:4][CH:3]=1. The catalyst is CO. The product is [CH2:1]([C@H:8]1[CH2:13][N:12]([C:14]2[CH:19]=[CH:18][C:17]([O:20][CH3:21])=[C:16]([O:22][CH:23]3[CH2:27][CH2:26][CH2:25][CH2:24]3)[CH:15]=2)[CH2:11][CH2:10][N:9]1[C:28](=[O:38])[CH2:29][OH:30])[C:2]1[CH:3]=[CH:4][CH:5]=[CH:6][CH:7]=1. The yield is 0.180. (9) The product is [F:10][C:11]([F:22])([F:23])[O:12][C:13]1[CH:18]=[CH:17][C:16]([C:2]2[N:3]=[CH:4][CH:5]=[CH:6][C:7]=2[C:8]#[N:9])=[CH:15][CH:14]=1. The reactants are Cl[C:2]1[C:7]([C:8]#[N:9])=[CH:6][CH:5]=[CH:4][N:3]=1.[F:10][C:11]([F:23])([F:22])[O:12][C:13]1[CH:18]=[CH:17][CH:16]=[CH:15][C:14]=1B(O)O. No catalyst specified. The yield is 0.710. (10) The reactants are [NH2:1][C:2]1[CH:30]=[CH:29][C:5]2[NH:6][C:7]([C:12]3[C:13](=[O:28])[N:14]([CH2:23][CH2:24][CH:25]([CH3:27])[CH3:26])[C:15]4[C:20]([C:21]=3[OH:22])=[CH:19][CH:18]=[CH:17][N:16]=4)=[N:8][S:9](=[O:11])(=[O:10])[C:4]=2[CH:3]=1.Br[CH2:32][C:33]#[N:34].C(=O)([O-])[O-].[K+].[K+].C(O)(=O)C. The catalyst is CN(C)C=O.O. The product is [OH:22][C:21]1[C:20]2[C:15](=[N:16][CH:17]=[CH:18][CH:19]=2)[N:14]([CH2:23][CH2:24][CH:25]([CH3:27])[CH3:26])[C:13](=[O:28])[C:12]=1[C:7]1[NH:6][C:5]2[CH:29]=[CH:30][C:2]([NH:1][CH2:32][C:33]#[N:34])=[CH:3][C:4]=2[S:9](=[O:11])(=[O:10])[N:8]=1. The yield is 0.550.